Dataset: Retrosynthesis with 50K atom-mapped reactions and 10 reaction types from USPTO. Task: Predict the reactants needed to synthesize the given product. (1) Given the product Cn1c(Cc2c(Cl)cc(C(F)(F)F)cc2Cl)nc2cccc(N)c21, predict the reactants needed to synthesize it. The reactants are: CNc1c(N)cccc1N.O=C(O)Cc1c(Cl)cc(C(F)(F)F)cc1Cl. (2) Given the product N#Cc1cc(Cl)ccc1N1CCN(C(=O)CCOc2ccc(F)cc2)CC1, predict the reactants needed to synthesize it. The reactants are: N#Cc1cc(Cl)ccc1F.O=C(CCOc1ccc(F)cc1)N1CCNCC1. (3) Given the product O=[N+]([O-])c1c(Br)nn(CCO)c1NCc1ccccc1, predict the reactants needed to synthesize it. The reactants are: NCc1ccccc1.O=[N+]([O-])c1c(Br)nn(CCO)c1Br.